From a dataset of Peptide-MHC class I binding affinity with 185,985 pairs from IEDB/IMGT. Regression. Given a peptide amino acid sequence and an MHC pseudo amino acid sequence, predict their binding affinity value. This is MHC class I binding data. (1) The peptide sequence is EIIFYHPTF. The MHC is HLA-A02:03 with pseudo-sequence HLA-A02:03. The binding affinity (normalized) is 0.0847. (2) The peptide sequence is AVSFRNLAY. The MHC is HLA-A30:01 with pseudo-sequence HLA-A30:01. The binding affinity (normalized) is 0.213.